From a dataset of Catalyst prediction with 721,799 reactions and 888 catalyst types from USPTO. Predict which catalyst facilitates the given reaction. (1) Reactant: [N:1]1([C:7]([O:9][C:10]([CH3:13])([CH3:12])[CH3:11])=[O:8])[CH2:6][CH2:5][NH:4][CH2:3][CH2:2]1.CCN(C(C)C)C(C)C.Cl[C:24]1[CH:29]=[CH:28][C:27]2=[N:30][N:31]=[C:32]([C:33]([F:36])([F:35])[F:34])[N:26]2[N:25]=1. Product: [F:35][C:33]([F:34])([F:36])[C:32]1[N:26]2[N:25]=[C:24]([N:4]3[CH2:5][CH2:6][N:1]([C:7]([O:9][C:10]([CH3:13])([CH3:12])[CH3:11])=[O:8])[CH2:2][CH2:3]3)[CH:29]=[CH:28][C:27]2=[N:30][N:31]=1. The catalyst class is: 8. (2) Reactant: [CH3:1][C:2]([CH3:19])([CH3:18])[C:3]#[C:4][C:5]1[CH:14]=[C:13]([N+:15]([O-:17])=[O:16])[CH:12]=[CH:11][C:6]=1[C:7]([O:9]C)=[O:8]. Product: [CH3:1][C:2]([CH3:19])([CH3:18])[C:3]#[C:4][C:5]1[CH:14]=[C:13]([N+:15]([O-:17])=[O:16])[CH:12]=[CH:11][C:6]=1[C:7]([OH:9])=[O:8]. The catalyst class is: 5. (3) Reactant: [Li]N1C(C)(C)CCCC1(C)C.[Li]CCCC.[CH2:17]([O:19][C:20]1[CH:25]=[CH:24][C:23]([C:26]2[Te:27][CH:28]=[CH:29][CH:30]=2)=[C:22]([F:31])[C:21]=1[F:32])[CH3:18].[CH:33](N1CCOCC1)=[O:34].Cl. Product: [CH2:17]([O:19][C:20]1[CH:25]=[CH:24][C:23]([C:26]2[Te:27][C:28]([CH:33]=[O:34])=[CH:29][CH:30]=2)=[C:22]([F:31])[C:21]=1[F:32])[CH3:18]. The catalyst class is: 20. (4) Reactant: [Cl:1][C:2]1[CH:7]=[CH:6][C:5]([S:8]([N:11]2[CH:16]3[CH2:17][CH2:18][CH2:19][CH:12]2[C:13](=[CH:23][N:24](C)C)[C:14](=O)[CH:15]3[CH2:20][CH3:21])(=[O:10])=[O:9])=[CH:4][CH:3]=1.O.[NH2:28]N. Product: [Cl:1][C:2]1[CH:7]=[CH:6][C:5]([S:8]([N:11]2[CH:16]3[CH2:17][CH2:18][CH2:19][CH:12]2[C:13]2[CH:23]=[N:24][NH:28][C:14]=2[CH:15]3[CH2:20][CH3:21])(=[O:10])=[O:9])=[CH:4][CH:3]=1. The catalyst class is: 15.